Dataset: Full USPTO retrosynthesis dataset with 1.9M reactions from patents (1976-2016). Task: Predict the reactants needed to synthesize the given product. Given the product [CH:1]1([OH:7])[CH2:6][CH2:5][CH2:4][CH2:3][CH2:2]1.[C:8]1([OH:14])[CH:13]=[CH:12][CH:11]=[CH:10][CH:9]=1, predict the reactants needed to synthesize it. The reactants are: [C:1]1([OH:7])[CH:6]=[CH:5][CH:4]=[CH:3][CH:2]=1.[C:8]1([OH:14])[CH:13]=[CH:12][CH:11]=[CH:10][CH:9]=1.C1CCCCC1.[H][H].[H][H].C1(O)C=CC=CC=1.C1(=O)CCCCC1.